From a dataset of Reaction yield outcomes from USPTO patents with 853,638 reactions. Predict the reaction yield, written as a fraction of the theoretical maximum amount of product (1.0 means a 100% yield; for example, 0.34 means a 34% yield). (1) The yield is 0.890. The catalyst is CCOC(C)=O.[Pd]. The product is [CH2:1]([C:3]1[CH:10]=[CH:9][C:6]([C:7]#[N:8])=[C:5]([F:11])[CH:4]=1)[CH3:2]. The reactants are [C:1]([C:3]1[CH:10]=[CH:9][C:6]([C:7]#[N:8])=[C:5]([F:11])[CH:4]=1)#[CH:2].[H][H]. (2) The product is [Br:1][C:2]1[CH:3]=[C:4]([F:12])[C:5]([C:6]([O:8][CH3:17])=[O:7])=[C:9]([F:11])[CH:10]=1. The yield is 0.640. The catalyst is ClCCl.O.CO. The reactants are [Br:1][C:2]1[CH:10]=[C:9]([F:11])[C:5]([C:6]([OH:8])=[O:7])=[C:4]([F:12])[CH:3]=1.S(Cl)(Cl)=O.[CH3:17]N(C=O)C.